This data is from Forward reaction prediction with 1.9M reactions from USPTO patents (1976-2016). The task is: Predict the product of the given reaction. (1) Given the reactants [CH2:1]([O:3][C:4](=[O:23])[CH2:5][C:6]1[CH:7]=[C:8]([C:13]2[CH:18]=[CH:17][C:16]([C:19]([F:22])([F:21])[F:20])=[CH:15][CH:14]=2)[CH:9]=[C:10]([OH:12])[CH:11]=1)[CH3:2].C([O-])([O-])=O.[K+].[K+].[Cl:30][C:31]1[CH:38]=[CH:37][C:34]([CH2:35]Br)=[CH:33][CH:32]=1, predict the reaction product. The product is: [CH2:1]([O:3][C:4](=[O:23])[CH2:5][C:6]1[CH:7]=[C:8]([C:13]2[CH:18]=[CH:17][C:16]([C:19]([F:21])([F:22])[F:20])=[CH:15][CH:14]=2)[CH:9]=[C:10]([O:12][CH2:35][C:34]2[CH:37]=[CH:38][C:31]([Cl:30])=[CH:32][CH:33]=2)[CH:11]=1)[CH3:2]. (2) Given the reactants [CH3:1][O:2][C:3]1[CH:4]=[C:5]2[C:9](=[CH:10][CH:11]=1)[N:8]([CH2:12][CH2:13][CH2:14][CH2:15][CH2:16]Cl)[C:7]1[C:18]3[CH:26]=[CH:25][CH:24]=[CH:23][C:19]=3[S:20][CH2:21][CH2:22][C:6]2=1.[NH:27]1[CH2:32][CH2:31][CH2:30][CH2:29][CH2:28]1, predict the reaction product. The product is: [CH3:1][O:2][C:3]1[CH:4]=[C:5]2[C:9](=[CH:10][CH:11]=1)[N:8]([CH2:12][CH2:13][CH2:14][CH2:15][CH2:16][N:27]1[CH2:32][CH2:31][CH2:30][CH2:29][CH2:28]1)[C:7]1[C:18]3[CH:26]=[CH:25][CH:24]=[CH:23][C:19]=3[S:20][CH2:21][CH2:22][C:6]2=1.